Dataset: Full USPTO retrosynthesis dataset with 1.9M reactions from patents (1976-2016). Task: Predict the reactants needed to synthesize the given product. (1) Given the product [F:3][C:4]1[C:21]([NH:22][S:23]([CH2:26][CH2:27][CH3:28])(=[O:25])=[O:24])=[CH:20][CH:19]=[C:18]([F:35])[C:5]=1[C:6]([NH:8][C:9]1[CH:10]=[C:11]2[CH:17]=[CH:16][NH:15][C:12]2=[N:13][CH:14]=1)=[O:7], predict the reactants needed to synthesize it. The reactants are: [OH-].[Na+].[F:3][C:4]1[C:21]([N:22](S(CCC)(=O)=O)[S:23]([CH2:26][CH2:27][CH3:28])(=[O:25])=[O:24])=[CH:20][CH:19]=[C:18]([F:35])[C:5]=1[C:6]([NH:8][C:9]1[CH:10]=[C:11]2[CH:17]=[CH:16][NH:15][C:12]2=[N:13][CH:14]=1)=[O:7]. (2) Given the product [Br:1][C:2]1[CH:9]=[CH:8][C:5]([CH:6]=[O:7])=[C:4]([N:23]2[CH2:24][CH2:25][N:20]([CH2:19][CH2:18][OH:17])[CH2:21][CH2:22]2)[CH:3]=1, predict the reactants needed to synthesize it. The reactants are: [Br:1][C:2]1[CH:9]=[CH:8][C:5]([CH:6]=[O:7])=[C:4](F)[CH:3]=1.C(=O)([O-])[O-].[K+].[K+].[OH:17][CH2:18][CH2:19][N:20]1[CH2:25][CH2:24][NH:23][CH2:22][CH2:21]1. (3) Given the product [CH3:1][O:2][C:3]([C:5]1[S:6][C:7]([C:24]#[C:25][C:26]([CH3:29])([CH3:28])[CH3:27])=[CH:8][C:9]=1[N:10]1[CH:15]([CH:16]2[CH2:21][CH2:20][CH2:19][CH2:18][CH2:17]2)[CH2:14][CH2:13][C@H:12]([N:30]=[N+:31]=[N-:32])[C:11]1=[O:23])=[O:4], predict the reactants needed to synthesize it. The reactants are: [CH3:1][O:2][C:3]([C:5]1[S:6][C:7]([C:24]#[C:25][C:26]([CH3:29])([CH3:28])[CH3:27])=[CH:8][C:9]=1[N:10]1[CH:15]([CH:16]2[CH2:21][CH2:20][CH2:19][CH2:18][CH2:17]2)[CH2:14][CH2:13][C@H:12](Br)[C:11]1=[O:23])=[O:4].[N-:30]=[N+:31]=[N-:32].[Na+]. (4) Given the product [CH3:15][C@H:9]1[C:8]([C:5]2[CH:6]=[CH:7][C:2]([NH:1][N:16]=[C:21]([C:20]#[N:24])[C:22]#[N:23])=[CH:3][CH:4]=2)=[N:13][NH:12][C:11](=[O:14])[CH2:10]1, predict the reactants needed to synthesize it. The reactants are: [NH2:1][C:2]1[CH:7]=[CH:6][C:5]([C:8]2[CH:9]([CH3:15])[CH2:10][C:11](=[O:14])[NH:12][N:13]=2)=[CH:4][CH:3]=1.[N:16]([O-])=O.[Na+].[C:20](#[N:24])[CH2:21][C:22]#[N:23]. (5) The reactants are: [N:1]1[NH:2][C:3](=[O:10])[N:4]2[CH:9]=[CH:8][CH:7]=[CH:6][C:5]=12.[CH2:11](O)[CH2:12][C:13]#[CH:14]. Given the product [CH2:14]([N:2]1[C:3](=[O:10])[N:4]2[CH:9]=[CH:8][CH:7]=[CH:6][C:5]2=[N:1]1)[CH2:13][C:12]#[CH:11], predict the reactants needed to synthesize it. (6) Given the product [F:7][C:8]([F:19])([F:18])[C:9]([O-:11])=[O:10].[S:1]1[CH2:5][CH2:4][S:3][CH+:2]1, predict the reactants needed to synthesize it. The reactants are: [S:1]1(=O)[CH2:5][CH2:4][S:3][CH2:2]1.[F:7][C:8]([F:19])([F:18])[C:9]([O:11]C(=O)C(F)(F)F)=[O:10].